From a dataset of Forward reaction prediction with 1.9M reactions from USPTO patents (1976-2016). Predict the product of the given reaction. Given the reactants Br[C:2]1[C:3]2[O:12][C:11]([C:13]3[CH:18]=[CH:17][C:16]([C:19]4([NH:23][C:24](=[O:30])[O:25][C:26]([CH3:29])([CH3:28])[CH3:27])[CH2:22][CH2:21][CH2:20]4)=[CH:15][CH:14]=3)=[C:10]([C:31]3[CH:36]=[CH:35][CH:34]=[CH:33][CH:32]=3)[C:4]=2[C:5](=[O:9])[N:6]([CH3:8])[CH:7]=1.C(N(CC)CC)C, predict the reaction product. The product is: [C:26]([O:25][C:24]([NH:23][C:19]1([C:16]2[CH:15]=[CH:14][C:13]([C:11]3[O:12][C:3]4[C:2]([C:24]([O:25][CH3:26])=[O:30])=[CH:7][N:6]([CH3:8])[C:5](=[O:9])[C:4]=4[C:10]=3[C:31]3[CH:32]=[CH:33][CH:34]=[CH:35][CH:36]=3)=[CH:18][CH:17]=2)[CH2:22][CH2:21][CH2:20]1)=[O:30])([CH3:29])([CH3:27])[CH3:28].